Dataset: TCR-epitope binding with 47,182 pairs between 192 epitopes and 23,139 TCRs. Task: Binary Classification. Given a T-cell receptor sequence (or CDR3 region) and an epitope sequence, predict whether binding occurs between them. (1) The epitope is KLFIRQEEV. The TCR CDR3 sequence is CASSFESGLGYGYTF. Result: 0 (the TCR does not bind to the epitope). (2) The epitope is NLVPMVATV. The TCR CDR3 sequence is CATGLSTDTQYF. Result: 0 (the TCR does not bind to the epitope). (3) The epitope is QIKVRVKMV. The TCR CDR3 sequence is CAISESMGTGTQETQYF. Result: 0 (the TCR does not bind to the epitope). (4) The epitope is KLSYGIATV. The TCR CDR3 sequence is CASSEVMEQYF. Result: 1 (the TCR binds to the epitope). (5) The epitope is IVDTVSALV. The TCR CDR3 sequence is CSVEARPTKSSYNEQFF. Result: 0 (the TCR does not bind to the epitope). (6) The epitope is YLDAYNMMI. The TCR CDR3 sequence is CSWTVLAGFVDTQYF. Result: 1 (the TCR binds to the epitope).